This data is from Catalyst prediction with 721,799 reactions and 888 catalyst types from USPTO. The task is: Predict which catalyst facilitates the given reaction. (1) Reactant: [CH3:1][C:2]1[CH:11]=[CH:10][C:9]2[C:4](=[CH:5][CH:6]=[CH:7][C:8]=2[N:12]=[C:13]([C:26]2[CH:31]=[CH:30][CH:29]=[CH:28][CH:27]=2)[C:14]([C:20]2[CH:25]=[CH:24][CH:23]=[CH:22][CH:21]=2)([C:16]([F:19])([F:18])[F:17])[OH:15])[N:3]=1.[BH4-].[Na+]. Product: [CH3:1][C:2]1[CH:11]=[CH:10][C:9]2[C:4](=[CH:5][CH:6]=[CH:7][C:8]=2[NH:12][CH:13]([C:26]2[CH:31]=[CH:30][CH:29]=[CH:28][CH:27]=2)[C:14]([C:20]2[CH:21]=[CH:22][CH:23]=[CH:24][CH:25]=2)([C:16]([F:19])([F:18])[F:17])[OH:15])[N:3]=1. The catalyst class is: 92. (2) The catalyst class is: 5. Product: [OH:1][NH:2][C:6](=[O:5])[CH2:7][CH2:8][CH2:9][CH2:10][CH2:11][CH2:12][N:13]([C:20]1[CH:25]=[C:24]([CH3:26])[CH:23]=[CH:22][N:21]=1)[C:14]1[CH:19]=[CH:18][CH:17]=[CH:16][N:15]=1. Reactant: [OH:1][NH2:2].C([O:5][C:6](=O)[CH2:7][CH2:8][CH2:9][CH2:10][CH2:11][CH2:12][N:13]([C:20]1[CH:25]=[C:24]([CH3:26])[CH:23]=[CH:22][N:21]=1)[C:14]1[CH:19]=[CH:18][CH:17]=[CH:16][N:15]=1)C. (3) Reactant: Br.[Cl:2][C:3]1[CH:36]=[CH:35][C:6]([CH2:7][CH:8]2[N:13]3[C:14](=[O:30])[CH:15]([NH2:29])[CH2:16][N:17]([S:18]([C:21]4[CH:26]=[CH:25][C:24]([Cl:27])=[CH:23][C:22]=4[Cl:28])(=[O:20])=[O:19])[CH:12]3[CH2:11][N:10]([CH:31]([CH3:33])[CH3:32])[C:9]2=[O:34])=[CH:5][CH:4]=1.[CH2:37](O)[CH2:38][CH2:39]C.C(=O)([O-])[O-].[K+].[K+].BrCCCBr. Product: [N:29]1([CH:15]2[C:14](=[O:30])[N:13]3[CH:8]([CH2:7][C:6]4[CH:35]=[CH:36][C:3]([Cl:2])=[CH:4][CH:5]=4)[C:9](=[O:34])[N:10]([CH:31]([CH3:33])[CH3:32])[CH2:11][CH:12]3[N:17]([S:18]([C:21]3[CH:26]=[CH:25][C:24]([Cl:27])=[CH:23][C:22]=3[Cl:28])(=[O:20])=[O:19])[CH2:16]2)[CH2:39][CH2:38][CH2:37]1. The catalyst class is: 6. (4) Reactant: [F:1][C:2]1[CH:7]=[CH:6][C:5]([CH:8]([OH:22])[CH:9]([NH2:21])[CH2:10][C:11]2[CH:16]=[CH:15][C:14]([C:17]([F:20])([F:19])[F:18])=[CH:13][CH:12]=2)=[CH:4][CH:3]=1.[CH3:23][N:24]([CH3:38])[C:25]1[C:34]2[C:29](=[CH:30][CH:31]=[CH:32][CH:33]=2)[C:28]([C:35](O)=[O:36])=[CH:27][CH:26]=1.Cl.C(N=C=NCCCN(C)C)C.ON1C2C=CC=CC=2N=N1. Product: [CH3:23][N:24]([CH3:38])[C:25]1[C:34]2[C:29](=[CH:30][CH:31]=[CH:32][CH:33]=2)[C:28]([C:35]([NH:21][CH:9]([CH2:10][C:11]2[CH:16]=[CH:15][C:14]([C:17]([F:20])([F:19])[F:18])=[CH:13][CH:12]=2)[CH:8]([C:5]2[CH:4]=[CH:3][C:2]([F:1])=[CH:7][CH:6]=2)[OH:22])=[O:36])=[CH:27][CH:26]=1. The catalyst class is: 47. (5) Reactant: Br[C:2]1[CH:3]=[C:4]2[C:9](=[N:10][C:11]=1[CH:12]([O:15][CH3:16])[O:13][CH3:14])[NH:8][CH2:7][CH2:6][CH2:5]2.[Li]C.[Li]CCCC.CN([CH:27]=[O:28])C.[NH4+].[Cl-]. Product: [CH3:14][O:13][CH:12]([O:15][CH3:16])[C:11]1[C:2]([CH:27]=[O:28])=[CH:3][C:4]2[CH2:5][CH2:6][CH2:7][NH:8][C:9]=2[N:10]=1. The catalyst class is: 1.